Dataset: Catalyst prediction with 721,799 reactions and 888 catalyst types from USPTO. Task: Predict which catalyst facilitates the given reaction. (1) Reactant: [O:1]=[C:2]1[C:14]2[NH:13][C:12]3[C:7](=[CH:8][C:9]([C:15]([OH:17])=O)=[CH:10][CH:11]=3)[C:6]=2[CH2:5][CH2:4][CH2:3]1.[CH2:18]([NH2:25])[C:19]1[CH:24]=[CH:23][CH:22]=[CH:21][CH:20]=1.C(Cl)CCl. Product: [CH2:18]([NH:25][C:15]([C:9]1[CH:8]=[C:7]2[C:12](=[CH:11][CH:10]=1)[NH:13][C:14]1[C:2](=[O:1])[CH2:3][CH2:4][CH2:5][C:6]2=1)=[O:17])[C:19]1[CH:24]=[CH:23][CH:22]=[CH:21][CH:20]=1. The catalyst class is: 1. (2) Reactant: [C:1]1([C:7]2[C:19]([C:20]([CH3:23])([CH3:22])[CH3:21])=[CH:18][C:17]3[C:16]4[C:11](=[CH:12][C:13]([C:28]5[CH:33]=[CH:32][CH:31]=[CH:30][CH:29]=5)=[C:14]([C:24]([CH3:27])([CH3:26])[CH3:25])[CH:15]=4)[CH2:10][C:9]=3[CH:8]=2)[CH:6]=[CH:5][CH:4]=[CH:3][CH:2]=1.[CH3:34][CH2:35][CH2:36][CH2:37][CH2:38][CH3:39].C1([C:46]2[C:50](=C)[CH:49]=[CH:48][CH:47]=2)CCCCC1.Cl. Product: [C:36]1(=[C:15]2[C:16]3[C:11]([CH:10]=[C:9]4[C:17]=3[CH:18]=[C:19]([C:20]([CH3:21])([CH3:22])[CH3:23])[C:7]([C:1]3[CH:6]=[CH:5][CH:4]=[CH:3][CH:2]=3)=[CH:8]4)=[C:12]([CH:49]3[CH:48]=[CH:47][CH:46]=[CH:50]3)[C:13]([C:28]3[CH:29]=[CH:30][CH:31]=[CH:32][CH:33]=3)=[C:14]2[C:24]([CH3:26])([CH3:27])[CH3:25])[CH2:35][CH2:34][CH2:39][CH2:38][CH2:37]1. The catalyst class is: 305. (3) Product: [Cl:1][C:2]1[CH:7]=[CH:6][CH:5]=[CH:4][C:3]=1[C@H:8]([O:10][C:11]1[CH:15]=[C:14]([N:16]2[C:20]3[CH:21]=[C:22]([C:25]([F:33])([F:32])[CH:26]4[CH2:27][CH2:28][N:29]([CH:38]([CH3:40])[CH3:39])[CH2:30][CH2:31]4)[CH:23]=[CH:24][C:19]=3[N:18]=[CH:17]2)[S:13][C:12]=1[C:34]([NH2:36])=[O:35])[CH3:9]. The catalyst class is: 10. Reactant: [Cl:1][C:2]1[CH:7]=[CH:6][CH:5]=[CH:4][C:3]=1[C@H:8]([O:10][C:11]1[CH:15]=[C:14]([N:16]2[C:20]3[CH:21]=[C:22]([C:25]([F:33])([F:32])[CH:26]4[CH2:31][CH2:30][NH:29][CH2:28][CH2:27]4)[CH:23]=[CH:24][C:19]=3[N:18]=[CH:17]2)[S:13][C:12]=1[C:34]([NH2:36])=[O:35])[CH3:9].Br[CH:38]([CH3:40])[CH3:39].C(=O)([O-])[O-].[Na+].[Na+]. (4) Reactant: F[C:2]1[CH:9]=[CH:8][C:7]([F:10])=[CH:6][C:3]=1[CH:4]=[O:5].[Cl:11][C:12]1[CH:17]=[CH:16][C:15]([SH:18])=[CH:14][CH:13]=1.C([O-])([O-])=O.[K+].[K+].O. Product: [Cl:11][C:12]1[CH:17]=[CH:16][C:15]([S:18][C:2]2[CH:9]=[CH:8][C:7]([F:10])=[CH:6][C:3]=2[CH:4]=[O:5])=[CH:14][CH:13]=1. The catalyst class is: 3.